The task is: Predict the reactants needed to synthesize the given product.. This data is from Full USPTO retrosynthesis dataset with 1.9M reactions from patents (1976-2016). (1) Given the product [CH2:1]([S:6]([O-:9])(=[O:8])=[O:7])[S:2]([O-:5])(=[O:4])=[O:3].[Ag+2:14], predict the reactants needed to synthesize it. The reactants are: [CH2:1]([S:6]([OH:9])(=[O:8])=[O:7])[S:2]([OH:5])(=[O:4])=[O:3].C(=O)([O-])[O-].[Ag+2:14].C(=O)=O. (2) Given the product [F:26][C:22]1[CH:23]=[CH:24][C:25]2[C:1](=[O:3])[C:32]3[CH:31]=[CH:30][C:29]([F:33])=[CH:28][C:27]=3[CH2:18][CH2:19][C:20]=2[CH:21]=1, predict the reactants needed to synthesize it. The reactants are: [C:1](=[O:3])=O.CC(C)=O.[Cl-].[Cl-].[Cl-].[Al+3].C(Cl)(=O)C(Cl)=O.[CH2:18]([C:27]1[CH:32]=[CH:31][CH:30]=[C:29]([F:33])[CH:28]=1)[CH2:19][C:20]1[CH:25]=[CH:24][CH:23]=[C:22]([F:26])[CH:21]=1. (3) Given the product [Cl:1][C:2]1[CH:21]=[CH:20][C:5]([CH2:6][N:7]2[CH:12]=[N:11][C:10]([N:13]3[CH2:18][CH2:17][N:16]([C:23]4[CH:28]=[CH:27][C:26]([C:29]([F:32])([F:31])[F:30])=[CH:25][N:24]=4)[CH2:15][CH2:14]3)=[N:9][C:8]2=[O:19])=[CH:4][CH:3]=1, predict the reactants needed to synthesize it. The reactants are: [Cl:1][C:2]1[CH:21]=[CH:20][C:5]([CH2:6][N:7]2[CH:12]=[N:11][C:10]([N:13]3[CH2:18][CH2:17][NH:16][CH2:15][CH2:14]3)=[N:9][C:8]2=[O:19])=[CH:4][CH:3]=1.Cl[C:23]1[CH:28]=[CH:27][C:26]([C:29]([F:32])([F:31])[F:30])=[CH:25][N:24]=1.